From a dataset of Catalyst prediction with 721,799 reactions and 888 catalyst types from USPTO. Predict which catalyst facilitates the given reaction. (1) Reactant: [NH2:1][C:2]1[CH:3]=[N:4][C:5]([NH:8][C:9](=[O:11])[CH3:10])=[N:6][CH:7]=1.C(N(CC)CC)C.[Cl:19][C:20]1[C:25]([C:26](Cl)=[O:27])=[C:24]([F:29])[C:23]([NH:30][S:31]([CH2:34][CH2:35][CH3:36])(=[O:33])=[O:32])=[CH:22][CH:21]=1. Product: [C:9]([NH:8][C:5]1[N:6]=[CH:7][C:2]([NH:1][C:26](=[O:27])[C:25]2[C:20]([Cl:19])=[CH:21][CH:22]=[C:23]([NH:30][S:31]([CH2:34][CH2:35][CH3:36])(=[O:33])=[O:32])[C:24]=2[F:29])=[CH:3][N:4]=1)(=[O:11])[CH3:10]. The catalyst class is: 54. (2) Reactant: [NH2:1][C:2]1[CH:3]=[C:4]([CH:9]2[CH2:14][CH2:13][N:12]([C:15]([O:17][C:18]([CH3:21])([CH3:20])[CH3:19])=[O:16])[CH2:11][CH2:10]2)[C:5]([CH3:8])=[CH:6][CH:7]=1.[I:22][C:23]1[CH:35]=[CH:34][C:26]([O:27][CH2:28][CH2:29][CH2:30][C:31](O)=[O:32])=[CH:25][CH:24]=1.C1C=CC2N(O)N=NC=2C=1. Product: [I:22][C:23]1[CH:35]=[CH:34][C:26]([O:27][CH2:28][CH2:29][CH2:30][C:31]([NH:1][C:2]2[CH:7]=[CH:6][C:5]([CH3:8])=[C:4]([CH:9]3[CH2:14][CH2:13][N:12]([C:15]([O:17][C:18]([CH3:21])([CH3:20])[CH3:19])=[O:16])[CH2:11][CH2:10]3)[CH:3]=2)=[O:32])=[CH:25][CH:24]=1. The catalyst class is: 9. (3) Reactant: [C:1]([C:4]1[CH:32]=[CH:31][C:7]2[NH:8][C:9](=[O:30])[C@H:10]([C:23]3[CH:28]=[CH:27][C:26]([Cl:29])=[CH:25][CH:24]=3)[N:11]([C@@H:14]([C:16]3[CH:21]=[CH:20][C:19]([Cl:22])=[CH:18][CH:17]=3)[CH3:15])[C:12](=[O:13])[C:6]=2[CH:5]=1)(=O)[CH3:2].Cl.[NH2:34][OH:35].C(N(CC)CC)C.C(Cl)Cl.CO. Product: [Cl:29][C:26]1[CH:27]=[CH:28][C:23]([C@H:10]2[C:9](=[O:30])[NH:8][C:7]3[CH:31]=[CH:32][C:4]([C:1](=[N:34][OH:35])[CH3:2])=[CH:5][C:6]=3[C:12](=[O:13])[N:11]2[C@@H:14]([C:16]2[CH:17]=[CH:18][C:19]([Cl:22])=[CH:20][CH:21]=2)[CH3:15])=[CH:24][CH:25]=1. The catalyst class is: 14.